Dataset: Full USPTO retrosynthesis dataset with 1.9M reactions from patents (1976-2016). Task: Predict the reactants needed to synthesize the given product. (1) Given the product [Cl:1][C:2]1[CH:3]=[C:4]([I:9])[C:5]2[N:6]([N:13]=[CH:12][N:8]=2)[CH:7]=1, predict the reactants needed to synthesize it. The reactants are: [Cl:1][C:2]1[CH:3]=[C:4]([I:9])[C:5]([NH2:8])=[N:6][CH:7]=1.CO[CH:12](OC)[N:13](C)C.N1C=CC=CC=1.NOS(O)(=O)=O. (2) The reactants are: C([Li])CCC.[C:6]([C:10]1[CH:11]=[C:12]([S:16]([N:19]2[C:27]3[C:22](=[CH:23][C:24]([C:28]([F:31])([F:30])[F:29])=[CH:25][CH:26]=3)[CH:21]=[CH:20]2)(=[O:18])=[O:17])[CH:13]=[CH:14][CH:15]=1)([CH3:9])([CH3:8])[CH3:7].[CH:32]([C:34]1[CH:43]=[CH:42][C:37]([C:38]([O:40][CH3:41])=[O:39])=[CH:36][N:35]=1)=[O:33]. Given the product [CH3:41][O:40][C:38](=[O:39])[C:37]1[CH:42]=[CH:43][C:34]([CH:32]([C:20]2[N:19]([S:16]([C:12]3[CH:13]=[CH:14][CH:15]=[C:10]([C:6]([CH3:9])([CH3:7])[CH3:8])[CH:11]=3)(=[O:18])=[O:17])[C:27]3[C:22]([CH:21]=2)=[CH:23][C:24]([C:28]([F:30])([F:31])[F:29])=[CH:25][CH:26]=3)[OH:33])=[N:35][CH:36]=1, predict the reactants needed to synthesize it. (3) Given the product [Br:6][C:7]1[C:12]([F:13])=[CH:11][C:10]([S:14]([N:1]2[CH2:5][CH2:4][CH2:3][CH2:2]2)(=[O:15])=[O:16])=[C:9]([F:18])[CH:8]=1, predict the reactants needed to synthesize it. The reactants are: [NH:1]1[CH2:5][CH2:4][CH2:3][CH2:2]1.[Br:6][C:7]1[C:12]([F:13])=[CH:11][C:10]([S:14](Cl)(=[O:16])=[O:15])=[C:9]([F:18])[CH:8]=1. (4) Given the product [CH2:1]([O:8][C:9]1[CH:10]=[CH:11][C:12]([NH2:13])=[CH:14][CH:15]=1)[C:2]1[CH:3]=[CH:4][CH:5]=[CH:6][CH:7]=1.[CH2:9]1[O:8][CH2:15]1, predict the reactants needed to synthesize it. The reactants are: [CH2:1]([O:8][C:9]1[CH:15]=[CH:14][C:12]([NH2:13])=[CH:11][CH:10]=1)[C:2]1[CH:7]=[CH:6][CH:5]=[CH:4][CH:3]=1. (5) The reactants are: [CH3:1][C:2]([O:9][C:10]1[CH:11]=[CH:12][CH:13]=[C:14]2[C:19]=1[N:18]=[CH:17][CH:16]=[CH:15]2)([CH3:8])[C:3]([O:5]CC)=O.[NH2:20][CH2:21][CH:22]([OH:34])[CH2:23][N:24]1[CH2:33][CH2:32][C:31]2[C:26](=[CH:27][CH:28]=[CH:29][CH:30]=2)[CH2:25]1. Given the product [CH2:25]1[C:26]2[C:31](=[CH:30][CH:29]=[CH:28][CH:27]=2)[CH2:32][CH2:33][N:24]1[CH2:23][CH:22]([OH:34])[CH2:21][NH:20][C:3](=[O:5])[C:2]([CH3:1])([O:9][C:10]1[CH:11]=[CH:12][CH:13]=[C:14]2[C:19]=1[N:18]=[CH:17][CH:16]=[CH:15]2)[CH3:8], predict the reactants needed to synthesize it.